Dataset: Reaction yield outcomes from USPTO patents with 853,638 reactions. Task: Predict the reaction yield, written as a fraction of the theoretical maximum amount of product (1.0 means a 100% yield; for example, 0.34 means a 34% yield). (1) The reactants are [Cl:1][C:2]1[C:10]([N:11]([CH3:20])[S:12]([C:15]2[S:16][CH:17]=[CH:18][CH:19]=2)(=[O:14])=[O:13])=[C:9]2[C:5]([CH:6]=[C:7]([C:21]([NH2:23])=O)[NH:8]2)=[CH:4][CH:3]=1.COC1C=CC(P2(SP(C3C=CC(OC)=CC=3)(=S)S2)=[S:33])=CC=1. The catalyst is O1CCCC1. The product is [Cl:1][C:2]1[C:10]([N:11]([CH3:20])[S:12]([C:15]2[S:16][CH:17]=[CH:18][CH:19]=2)(=[O:14])=[O:13])=[C:9]2[C:5]([CH:6]=[C:7]([C:21](=[S:33])[NH2:23])[NH:8]2)=[CH:4][CH:3]=1. The yield is 0.840. (2) The yield is 0.0500. The reactants are [ClH:1].[Cl:2][CH2:3][C:4]1[C:5]([CH2:16][CH3:17])=[N:6][C:7]2[C:12]([CH:13]=1)=[CH:11][C:10]([O:14][CH3:15])=[CH:9][CH:8]=2.[CH3:18][O:19][C:20]1[CH:21]=[C:22]2[C:27](=[CH:28][C:29]=1[O:30][CH3:31])[C:26]([CH2:32][CH2:33][CH3:34])=[N:25][C:24]([OH:35])=[CH:23]2.[Li+].[OH-]. The catalyst is C1COCC1.C(Cl)Cl. The product is [ClH:2].[ClH:1].[CH2:16]([C:5]1[C:4]([CH2:3][C:23]2[C:22]3[C:27](=[CH:28][C:29]([O:30][CH3:31])=[C:20]([O:19][CH3:18])[CH:21]=3)[C:26]([CH2:32][CH2:33][CH3:34])=[N:25][C:24]=2[OH:35])=[CH:13][C:12]2[C:7](=[CH:8][CH:9]=[C:10]([O:14][CH3:15])[CH:11]=2)[N:6]=1)[CH3:17]. (3) The reactants are Br[CH2:2][C:3]1[C:8]([O:9][CH3:10])=[CH:7][CH:6]=[CH:5][C:4]=1[Cl:11].[CH3:12][C:13]1[N:18]=[C:17]([SH:19])[N:16]=[C:15]([OH:20])[CH:14]=1.C(=O)([O-])[O-].[K+].[K+].O. The catalyst is CN(C=O)C. The product is [Cl:11][C:4]1[CH:5]=[CH:6][CH:7]=[C:8]([O:9][CH3:10])[C:3]=1[CH2:2][S:19][C:17]1[N:16]=[C:15]([OH:20])[CH:14]=[C:13]([CH3:12])[N:18]=1. The yield is 0.700. (4) The reactants are [OH2:1].[O-2:2].[O-2].[O-2].O=[Si]=O.O=[Si]=O.O=[Si]=O.O=[Si]=O.[Al+3].[Al+3].O.OOS([O-])=O.[K+].[Cl:26][C:27]1[CH:36]=[CH:35][CH:34]=[C:33]2[C:28]=1[N:29]=[C:30]([C:50]1[CH:55]=[CH:54][CH:53]=[CH:52][C:51]=1[S:56][CH3:57])[C:31]([C@@H:37]([N:39]1[C:47](=[O:48])[C:46]3[C:41](=[CH:42][CH:43]=[CH:44][CH:45]=3)[C:40]1=[O:49])[CH3:38])=[N:32]2. The catalyst is C(Cl)Cl. The product is [Cl:26][C:27]1[CH:36]=[CH:35][CH:34]=[C:33]2[C:28]=1[N:29]=[C:30]([C:50]1[CH:55]=[CH:54][CH:53]=[CH:52][C:51]=1[S:56]([CH3:57])(=[O:2])=[O:1])[C:31]([C@@H:37]([N:39]1[C:40](=[O:49])[C:41]3[C:46](=[CH:45][CH:44]=[CH:43][CH:42]=3)[C:47]1=[O:48])[CH3:38])=[N:32]2. The yield is 0.820. (5) The reactants are [Cl:1][C:2]1[C:3]([C:10]([NH:12][C:13]2[CH:18]=[CH:17][CH:16]=[CH:15][C:14]=2[NH:19][CH3:20])=O)=[N:4][C:5]([S:8][CH3:9])=[N:6][CH:7]=1.CCOC(C)=O. The catalyst is CC(O)=O. The product is [Cl:1][C:2]1[C:3]([C:10]2[N:19]([CH3:20])[C:14]3[CH:15]=[CH:16][CH:17]=[CH:18][C:13]=3[N:12]=2)=[N:4][C:5]([S:8][CH3:9])=[N:6][CH:7]=1. The yield is 0.680. (6) The reactants are [NH2:1][C:2]1[CH:7]=[C:6]([Cl:8])[CH:5]=[CH:4][C:3]=1[SH:9].Br[CH2:11][C:12]1[CH:21]=[CH:20][CH:19]=[CH:18][C:13]=1[C:14]([O:16][CH3:17])=[O:15].C([O-])([O-])=O.[K+].[K+]. The catalyst is CN(C=O)C. The product is [NH2:1][C:2]1[CH:7]=[C:6]([Cl:8])[CH:5]=[CH:4][C:3]=1[S:9][CH2:11][C:12]1[CH:21]=[CH:20][CH:19]=[CH:18][C:13]=1[C:14]([O:16][CH3:17])=[O:15]. The yield is 0.840. (7) The reactants are Br[C:2]1[CH:7]=[CH:6][C:5]([Cl:8])=[C:4]([CH:9]([F:11])[CH3:10])[CH:3]=1.C([Li])CCC.C(O[B:21]1[O:25][C:24]([CH3:27])([CH3:26])[C:23]([CH3:29])([CH3:28])[O:22]1)(C)C.Cl. The catalyst is C(OCC)C.O. The product is [Cl:8][C:5]1[CH:6]=[CH:7][C:2]([B:21]2[O:25][C:24]([CH3:27])([CH3:26])[C:23]([CH3:29])([CH3:28])[O:22]2)=[CH:3][C:4]=1[CH:9]([F:11])[CH3:10]. The yield is 0.507. (8) The reactants are [N:1]12[CH2:8][CH2:7][C:4]([C:9]([C:17]3[CH:22]=[CH:21][CH:20]=[CH:19][CH:18]=3)([C:11]3[CH:16]=[CH:15][CH:14]=[CH:13][CH:12]=3)[OH:10])([CH2:5][CH2:6]1)[CH2:3][CH2:2]2.[Br:23][CH2:24][CH2:25][OH:26]. The catalyst is CC#N. The product is [Br-:23].[OH:10][C:9]([C:17]1[CH:22]=[CH:21][CH:20]=[CH:19][CH:18]=1)([C:11]1[CH:12]=[CH:13][CH:14]=[CH:15][CH:16]=1)[C:4]12[CH2:5][CH2:6][N+:1]([CH2:24][CH2:25][OH:26])([CH2:2][CH2:3]1)[CH2:8][CH2:7]2. The yield is 0.601.